From a dataset of Reaction yield outcomes from USPTO patents with 853,638 reactions. Predict the reaction yield, written as a fraction of the theoretical maximum amount of product (1.0 means a 100% yield; for example, 0.34 means a 34% yield). (1) The reactants are [O:1]1[CH2:6][C:5](=[O:7])[NH:4][C:3]2[CH:8]=[CH:9][CH:10]=[CH:11][C:2]1=2.[S:12]([Cl:16])(=O)(=[O:14])[OH:13]. No catalyst specified. The product is [O:7]=[C:5]1[CH2:6][O:1][C:2]2[CH:11]=[CH:10][C:9]([S:12]([Cl:16])(=[O:14])=[O:13])=[CH:8][C:3]=2[NH:4]1. The yield is 0.660. (2) The reactants are [CH3:1][O:2][CH2:3][CH2:4][N:5]1[C:11](=[O:12])[CH2:10][CH2:9][CH2:8][C:7]2[CH:13]=[C:14]([N+:17]([O-])=O)[CH:15]=[CH:16][C:6]1=2.O.NN. The catalyst is CCO.[Pd]. The product is [NH2:17][C:14]1[CH:15]=[CH:16][C:6]2[N:5]([CH2:4][CH2:3][O:2][CH3:1])[C:11](=[O:12])[CH2:10][CH2:9][CH2:8][C:7]=2[CH:13]=1. The yield is 0.540.